Predict the reactants needed to synthesize the given product. From a dataset of Full USPTO retrosynthesis dataset with 1.9M reactions from patents (1976-2016). (1) Given the product [Cl:3][C:4]1[C:9]([O:10][CH3:11])=[CH:8][C:7]([N:12]2[CH2:13][CH2:14][N:15]([C:34](=[O:35])[CH2:33][N:26]3[C:27]4=[N:28][CH:29]=[CH:30][CH:31]=[C:32]4[C:24]([C:20]4[NH:19][CH:23]=[CH:22][N:21]=4)=[N:25]3)[CH2:16][CH2:17]2)=[C:6]([F:18])[CH:5]=1, predict the reactants needed to synthesize it. The reactants are: Cl.Cl.[Cl:3][C:4]1[C:9]([O:10][CH3:11])=[CH:8][C:7]([N:12]2[CH2:17][CH2:16][NH:15][CH2:14][CH2:13]2)=[C:6]([F:18])[CH:5]=1.[NH:19]1[CH:23]=[CH:22][N:21]=[C:20]1[C:24]1[C:32]2[C:27](=[N:28][CH:29]=[CH:30][CH:31]=2)[N:26]([CH2:33][C:34](O)=[O:35])[N:25]=1. (2) Given the product [F:47][C:41]1([F:46])[CH:40]([C:5]2[CH:6]=[CH:7][CH:8]=[C:3]([C:2]([F:12])([F:11])[F:1])[CH:4]=2)[C:39]2[C:38]3[CH2:55][CH2:56][NH:34][CH2:35][CH2:36][C:37]=3[CH:45]=[CH:44][C:43]=2[CH2:42]1, predict the reactants needed to synthesize it. The reactants are: [F:1][C:2]([F:12])([F:11])[C:3]1[CH:4]=[C:5]([Mg]Cl)[CH:6]=[CH:7][CH:8]=1.BrC1C=C(C(F)(F)F)C=CC=1.C([Mg]Cl)(C)C.C(OC([N:34]1[CH2:56][CH2:55][C:38]2[C:39]3[C:40](O)(C4C=CC=CC=4)[C:41]([F:47])([F:46])[CH2:42][C:43]=3[CH:44]=[CH:45][C:37]=2[CH2:36][CH2:35]1)=O)C. (3) Given the product [NH2:39][C:40]1[N:45]=[CH:44][C:43]([C:2]2[N:3]=[C:4]([N:13]3[CH2:18][CH2:17][O:16][CH2:15][CH2:14]3)[C:5]3[S:10][C:9]([C:28]4[CH:27]=[N:26][CH:25]=[C:24]([CH:29]=4)[C:22]([OH:21])=[O:23])=[C:8]([CH3:12])[C:6]=3[N:7]=2)=[CH:42][N:41]=1, predict the reactants needed to synthesize it. The reactants are: Cl[C:2]1[N:3]=[C:4]([N:13]2[CH2:18][CH2:17][O:16][CH2:15][CH2:14]2)[C:5]2[S:10][C:9](I)=[C:8]([CH3:12])[C:6]=2[N:7]=1.C([O:21][C:22]([C:24]1[CH:25]=[N:26][CH:27]=[C:28](B2OC(C)(C)C(C)(C)O2)[CH:29]=1)=[O:23])C.[NH2:39][C:40]1[N:45]=[CH:44][C:43](B2OC(C)(C)C(C)(C)O2)=[CH:42][N:41]=1. (4) Given the product [CH3:1][N:2]1[C:6]([CH3:7])=[C:5](/[CH:8]=[N:16]/[S:14]([C:10]([CH3:13])([CH3:12])[CH3:11])=[O:15])[CH:4]=[N:3]1, predict the reactants needed to synthesize it. The reactants are: [CH3:1][N:2]1[C:6]([CH3:7])=[C:5]([CH:8]=O)[CH:4]=[N:3]1.[C:10]([S:14]([NH2:16])=[O:15])([CH3:13])([CH3:12])[CH3:11]. (5) Given the product [CH2:6]([C:5]1[N:4]=[C:14]([C@@H:5]2[CH2:6][C:7]3[C:12](=[CH:11][CH:10]=[CH:9][CH:8]=3)[NH:4]2)[NH:16][CH:14]=1)[CH2:7][CH3:8], predict the reactants needed to synthesize it. The reactants are: C([N:4]1[C:12]2[C:7](=[CH:8][C:9](Cl)=[CH:10][CH:11]=2)[CH2:6][CH:5]1[C:14]([NH2:16])=O)(=O)C.[OH-].[Na+].C([O-])(O)=O.[Na+].